This data is from Full USPTO retrosynthesis dataset with 1.9M reactions from patents (1976-2016). The task is: Predict the reactants needed to synthesize the given product. Given the product [Br:16][C:11]1[CH:12]=[C:13]2[C:8](=[CH:9][CH:10]=1)[CH:7]=[C:6]([CH:4]=[O:5])[CH:15]=[CH:14]2, predict the reactants needed to synthesize it. The reactants are: CON(C)[C:4]([C:6]1[CH:15]=[CH:14][C:13]2[C:8](=[CH:9][CH:10]=[C:11]([Br:16])[CH:12]=2)[CH:7]=1)=[O:5].CC(C[AlH]CC(C)C)C.Cl.